Dataset: Forward reaction prediction with 1.9M reactions from USPTO patents (1976-2016). Task: Predict the product of the given reaction. Given the reactants Cl.[NH2:2][OH:3].C([O-])(O)=O.[Na+].[Cl:9][CH2:10][CH:11]1[C:19]2[C:18]3[CH:20]=[CH:21][C:22]([S:24](Cl)(=[O:26])=[O:25])=[CH:23][C:17]=3[C:16]([N+:28]([O-:30])=[O:29])=[CH:15][C:14]=2[N:13](C(=O)C(F)(F)F)[CH2:12]1.C([O-])([O-])=O.[Cs+].[Cs+], predict the reaction product. The product is: [Cl:9][CH2:10][CH:11]1[C:19]2[C:18]3[CH:20]=[CH:21][C:22]([S:24]([NH:2][OH:3])(=[O:26])=[O:25])=[CH:23][C:17]=3[C:16]([N+:28]([O-:30])=[O:29])=[CH:15][C:14]=2[NH:13][CH2:12]1.